Task: Predict the product of the given reaction.. Dataset: Forward reaction prediction with 1.9M reactions from USPTO patents (1976-2016) (1) Given the reactants [CH2:1]([O:3][C:4](=[O:10])[CH2:5][NH:6][CH:7]1[CH2:9][CH2:8]1)[CH3:2].[F:11][C:12]([F:24])([F:23])[O:13][C:14]1[CH:22]=[CH:21][C:17]([C:18](Cl)=[O:19])=[CH:16][CH:15]=1, predict the reaction product. The product is: [CH2:1]([O:3][C:4](=[O:10])[CH2:5][N:6]([CH:7]1[CH2:9][CH2:8]1)[C:18](=[O:19])[C:17]1[CH:21]=[CH:22][C:14]([O:13][C:12]([F:11])([F:23])[F:24])=[CH:15][CH:16]=1)[CH3:2]. (2) Given the reactants [229Th].[Th:2].[N+]([O-])(O)=O.[I:7]([O-:10])(=[O:9])=[O:8], predict the reaction product. The product is: [I:7]([O-:10])(=[O:9])=[O:8].[Th+4:2].[I:7]([O-:10])(=[O:9])=[O:8].[I:7]([O-:10])(=[O:9])=[O:8].[I:7]([O-:10])(=[O:9])=[O:8].